The task is: Predict which catalyst facilitates the given reaction.. This data is from Catalyst prediction with 721,799 reactions and 888 catalyst types from USPTO. (1) Reactant: [CH3:1][N:2]1[CH:6]=[N:5][C:4]([C:7]2[CH:12]=[CH:11][CH:10]=[CH:9][CH:8]=2)=[N:3]1.C([Li])CCC.[Si:18]([O:25][C:26]1[C:27]([F:36])=[C:28]([CH:31]=[C:32]([CH2:34][CH3:35])[CH:33]=1)[CH:29]=[O:30])([C:21]([CH3:24])([CH3:23])[CH3:22])([CH3:20])[CH3:19]. Product: [Si:18]([O:25][C:26]1[C:27]([F:36])=[C:28]([CH:29]([C:6]2[N:2]([CH3:1])[N:3]=[C:4]([C:7]3[CH:8]=[CH:9][CH:10]=[CH:11][CH:12]=3)[N:5]=2)[OH:30])[CH:31]=[C:32]([CH2:34][CH3:35])[CH:33]=1)([C:21]([CH3:22])([CH3:24])[CH3:23])([CH3:20])[CH3:19]. The catalyst class is: 1. (2) Reactant: Br[CH2:2][CH2:3][O:4][C:5]1[CH:14]=[C:13]2[C:8]([C:9]([O:15][C:16]3[CH:21]=[CH:20][C:19]([NH:22][C:23]([NH:25][CH2:26][CH2:27][CH3:28])=[O:24])=[C:18]([Cl:29])[CH:17]=3)=[CH:10][CH:11]=[N:12]2)=[CH:7][C:6]=1[O:30][CH3:31].C(=O)([O-])[O-].[K+].[K+].[CH3:38][NH:39][CH2:40][CH2:41][OH:42].O. Product: [Cl:29][C:18]1[CH:17]=[C:16]([O:15][C:9]2[C:8]3[C:13](=[CH:14][C:5]([O:4][CH2:3][CH2:2][N:39]([CH2:40][CH2:41][OH:42])[CH3:38])=[C:6]([O:30][CH3:31])[CH:7]=3)[N:12]=[CH:11][CH:10]=2)[CH:21]=[CH:20][C:19]=1[NH:22][C:23]([NH:25][CH2:26][CH2:27][CH3:28])=[O:24]. The catalyst class is: 9.